This data is from Reaction yield outcomes from USPTO patents with 853,638 reactions. The task is: Predict the reaction yield, written as a fraction of the theoretical maximum amount of product (1.0 means a 100% yield; for example, 0.34 means a 34% yield). The reactants are [NH:1]1[C:5]2[CH:6]=[CH:7][CH:8]=[CH:9][C:4]=2[N:3]=[N:2]1.[CH3:10][O-:11].[Na+:12].C[OH:14]. No catalyst specified. The product is [NH:1]1[C:5]2[CH:6]=[CH:7][CH:8]=[C:9]([C:10]([O-:14])=[O:11])[C:4]=2[N:3]=[N:2]1.[Na+:12]. The yield is 0.970.